This data is from Catalyst prediction with 721,799 reactions and 888 catalyst types from USPTO. The task is: Predict which catalyst facilitates the given reaction. (1) Reactant: [OH-:1].[Na+].Cl.[NH2:4]O.[Cl:6][C:7]1[CH:14]=[CH:13][CH:12]=[C:11]([Cl:15])[C:8]=1[CH:9]=O. Product: [Cl:6][C:7]1[CH:14]=[CH:13][CH:12]=[C:11]([Cl:15])[C:8]=1[CH:9]=[N:4][OH:1]. The catalyst class is: 97. (2) Reactant: FC(F)(F)C(O)=O.[F:8][C:9]1[CH:10]=[C:11]([N:16]2[C:21](=[O:22])[C:20]3[S:23][CH:24]=[CH:25][C:19]=3[N:18]=[C:17]2[CH:26]([NH:29][C:30]2[N:38]=[CH:37][N:36]=[C:35]3[C:31]=2[N:32]=[CH:33][N:34]3C2CCCCO2)[CH2:27][CH3:28])[CH:12]=[C:13]([F:15])[CH:14]=1. Product: [F:15][C:13]1[CH:12]=[C:11]([N:16]2[C:21](=[O:22])[C:20]3[S:23][CH:24]=[CH:25][C:19]=3[N:18]=[C:17]2[CH:26]([NH:29][C:30]2[N:38]=[CH:37][N:36]=[C:35]3[C:31]=2[N:32]=[CH:33][NH:34]3)[CH2:27][CH3:28])[CH:10]=[C:9]([F:8])[CH:14]=1. The catalyst class is: 2. (3) Reactant: Br[C:2]1[CH:11]=[C:10]([OH:12])[C:5]([C:6]([O:8][CH3:9])=[O:7])=[C:4]([F:13])[CH:3]=1.[CH3:14][S:15]([O-:17])=[O:16].[Na+].N1CCC[C@H]1C(O)=O.C([O-])([O-])=O.[K+].[K+]. Product: [F:13][C:4]1[CH:3]=[C:2]([S:15]([CH3:14])(=[O:17])=[O:16])[CH:11]=[C:10]([OH:12])[C:5]=1[C:6]([O:8][CH3:9])=[O:7]. The catalyst class is: 156. (4) The catalyst class is: 85. Product: [F:1][C:2]1[CH:7]=[CH:6][C:5]([C:8]2[CH:12]=[C:11]([C:13]3[CH:14]=[CH:15][CH:16]=[CH:17][CH:18]=3)[N:10]([CH2:19][C:20]([N:36]3[CH2:37][CH2:38][N:33]([C:39]4[N:40]=[CH:41][CH:42]=[CH:43][N:44]=4)[CH2:34][CH2:35]3)=[O:21])[N:9]=2)=[CH:4][C:3]=1[CH3:23]. Reactant: [F:1][C:2]1[CH:7]=[CH:6][C:5]([C:8]2[CH:12]=[C:11]([C:13]3[CH:18]=[CH:17][CH:16]=[CH:15][CH:14]=3)[N:10]([CH2:19][C:20](O)=[O:21])[N:9]=2)=[CH:4][C:3]=1[CH3:23].CCN(C(C)C)C(C)C.[N:33]1([C:39]2[N:44]=[CH:43][CH:42]=[CH:41][N:40]=2)[CH2:38][CH2:37][NH:36][CH2:35][CH2:34]1.C([O-])([O-])=O.[K+].[K+]. (5) Reactant: [Br:1][C:2]1[C:3]([NH:21][CH:22]([CH2:25][CH3:26])[CH2:23][CH3:24])=[C:4]2[N:11]=[N:10][N:9]([C:12]3[C:17]([CH3:18])=[CH:16][C:15]([CH3:19])=[CH:14][C:13]=3[CH3:20])[C:5]2=[N:6][C:7]=1[CH3:8].[Li][CH2:28]CCC.CI. Product: [Br:1][C:2]1[C:3]([N:21]([CH:22]([CH2:25][CH3:26])[CH2:23][CH3:24])[CH3:28])=[C:4]2[N:11]=[N:10][N:9]([C:12]3[C:17]([CH3:18])=[CH:16][C:15]([CH3:19])=[CH:14][C:13]=3[CH3:20])[C:5]2=[N:6][C:7]=1[CH3:8]. The catalyst class is: 134. (6) Reactant: [CH3:1][N:2]1[C:10]2[CH:9]=[C:8]([CH3:11])[N:7]=[C:6]([CH3:12])[C:5]=2[C:4](=[O:13])[N:3]1[CH3:14].C1C(=O)N([Br:22])C(=O)C1.OS(O)(=O)=O.[OH-].[Na+]. Product: [Br:22][C:9]1[C:10]2[N:2]([CH3:1])[N:3]([CH3:14])[C:4](=[O:13])[C:5]=2[C:6]([CH3:12])=[N:7][C:8]=1[CH3:11]. The catalyst class is: 6.